The task is: Regression. Given two drug SMILES strings and cell line genomic features, predict the synergy score measuring deviation from expected non-interaction effect.. This data is from NCI-60 drug combinations with 297,098 pairs across 59 cell lines. (1) Drug 1: CC1C(C(CC(O1)OC2CC(CC3=C2C(=C4C(=C3O)C(=O)C5=C(C4=O)C(=CC=C5)OC)O)(C(=O)C)O)N)O.Cl. Drug 2: CC=C1C(=O)NC(C(=O)OC2CC(=O)NC(C(=O)NC(CSSCCC=C2)C(=O)N1)C(C)C)C(C)C. Cell line: K-562. Synergy scores: CSS=49.1, Synergy_ZIP=1.82, Synergy_Bliss=2.89, Synergy_Loewe=-13.9, Synergy_HSA=3.39. (2) Drug 1: C(CC(=O)O)C(=O)CN.Cl. Drug 2: CCC1(C2=C(COC1=O)C(=O)N3CC4=CC5=C(C=CC(=C5CN(C)C)O)N=C4C3=C2)O.Cl. Cell line: U251. Synergy scores: CSS=35.0, Synergy_ZIP=-1.94, Synergy_Bliss=-3.81, Synergy_Loewe=-22.6, Synergy_HSA=-3.11. (3) Synergy scores: CSS=9.04, Synergy_ZIP=2.88, Synergy_Bliss=5.34, Synergy_Loewe=-4.57, Synergy_HSA=1.32. Drug 1: C1=CC(=CC=C1CC(C(=O)O)N)N(CCCl)CCCl.Cl. Drug 2: CC(C)NC(=O)C1=CC=C(C=C1)CNNC.Cl. Cell line: SNB-19. (4) Drug 1: CC1=C(C(CCC1)(C)C)C=CC(=CC=CC(=CC(=O)O)C)C. Drug 2: C1CC(C1)(C(=O)O)C(=O)O.[NH2-].[NH2-].[Pt+2]. Cell line: OVCAR3. Synergy scores: CSS=7.80, Synergy_ZIP=-0.347, Synergy_Bliss=-0.274, Synergy_Loewe=2.36, Synergy_HSA=-0.913. (5) Drug 1: CS(=O)(=O)C1=CC(=C(C=C1)C(=O)NC2=CC(=C(C=C2)Cl)C3=CC=CC=N3)Cl. Drug 2: C#CCC(CC1=CN=C2C(=N1)C(=NC(=N2)N)N)C3=CC=C(C=C3)C(=O)NC(CCC(=O)O)C(=O)O. Cell line: RPMI-8226. Synergy scores: CSS=-4.93, Synergy_ZIP=1.51, Synergy_Bliss=-1.33, Synergy_Loewe=-4.31, Synergy_HSA=-7.92. (6) Drug 1: CC1=C2C(C(=O)C3(C(CC4C(C3C(C(C2(C)C)(CC1OC(=O)C(C(C5=CC=CC=C5)NC(=O)OC(C)(C)C)O)O)OC(=O)C6=CC=CC=C6)(CO4)OC(=O)C)OC)C)OC. Drug 2: CCN(CC)CCNC(=O)C1=C(NC(=C1C)C=C2C3=C(C=CC(=C3)F)NC2=O)C. Cell line: SF-539. Synergy scores: CSS=31.0, Synergy_ZIP=-3.85, Synergy_Bliss=-6.80, Synergy_Loewe=-28.5, Synergy_HSA=-5.51. (7) Drug 1: CC12CCC(CC1=CCC3C2CCC4(C3CC=C4C5=CN=CC=C5)C)O. Drug 2: CCCCCOC(=O)NC1=NC(=O)N(C=C1F)C2C(C(C(O2)C)O)O. Cell line: RPMI-8226. Synergy scores: CSS=46.0, Synergy_ZIP=2.28, Synergy_Bliss=3.27, Synergy_Loewe=-15.5, Synergy_HSA=0.849. (8) Drug 1: CN(CC1=CN=C2C(=N1)C(=NC(=N2)N)N)C3=CC=C(C=C3)C(=O)NC(CCC(=O)O)C(=O)O. Drug 2: CN(CCCl)CCCl.Cl. Cell line: HOP-92. Synergy scores: CSS=14.9, Synergy_ZIP=-10.7, Synergy_Bliss=-7.29, Synergy_Loewe=-8.36, Synergy_HSA=-6.12.